From a dataset of Catalyst prediction with 721,799 reactions and 888 catalyst types from USPTO. Predict which catalyst facilitates the given reaction. (1) Reactant: [F:1][C:2]1[CH:7]=[CH:6][C:5]([CH:8]2[C:17]([CH3:19])([CH3:18])[CH:16](O)[C:15]3[C:10](=[CH:11][CH:12]=[C:13]([C:21]([O:23][CH3:24])=[O:22])[CH:14]=3)[NH:9]2)=[CH:4][C:3]=1[N+:25]([O-:27])=[O:26].C([SiH](CC)CC)C.FC(F)(F)C(O)=O. Product: [F:1][C:2]1[CH:7]=[CH:6][C:5]([CH:8]2[C:17]([CH3:19])([CH3:18])[CH2:16][C:15]3[C:10](=[CH:11][CH:12]=[C:13]([C:21]([O:23][CH3:24])=[O:22])[CH:14]=3)[NH:9]2)=[CH:4][C:3]=1[N+:25]([O-:27])=[O:26]. The catalyst class is: 4. (2) Reactant: S(Cl)([Cl:3])=O.[CH2:5]([C:8]1[CH:31]=[C:30]([CH:32]2[CH2:37][CH2:36][CH2:35][CH2:34][CH2:33]2)[CH:29]=[CH:28][C:9]=1[O:10][CH2:11][CH2:12][CH2:13][O:14][C:15]1[CH:16]=[C:17]([CH:25]=[CH:26][CH:27]=1)[CH:18](O)[C:19]([O:21][CH2:22][CH3:23])=[O:20])[CH2:6][CH3:7].N1C=CC=CC=1. Product: [Cl:3][CH:18]([C:17]1[CH:25]=[CH:26][CH:27]=[C:15]([O:14][CH2:13][CH2:12][CH2:11][O:10][C:9]2[CH:28]=[CH:29][C:30]([CH:32]3[CH2:37][CH2:36][CH2:35][CH2:34][CH2:33]3)=[CH:31][C:8]=2[CH2:5][CH2:6][CH3:7])[CH:16]=1)[C:19]([O:21][CH2:22][CH3:23])=[O:20]. The catalyst class is: 11. (3) Reactant: C[O:2][C:3](=[O:22])[CH:4]([O:11][C:12]([NH:14][C:15]1[CH:20]=[CH:19][C:18]([Cl:21])=[CH:17][CH:16]=1)=[O:13])[C:5]1[CH:10]=[CH:9][CH:8]=[CH:7][CH:6]=1.[OH-].[Na+]. Product: [Cl:21][C:18]1[CH:19]=[CH:20][C:15]([NH:14][C:12]([O:11][CH:4]([C:5]2[CH:6]=[CH:7][CH:8]=[CH:9][CH:10]=2)[C:3]([OH:22])=[O:2])=[O:13])=[CH:16][CH:17]=1. The catalyst class is: 92. (4) Reactant: Cl[C:2]1[N:3]=[CH:4][C:5]([N:9]2[CH2:14][CH2:13][CH:12]([C:15]([OH:17])=[O:16])[CH2:11][CH2:10]2)=[N:6][C:7]=1[CH3:8].C([O-])(=[O:20])C.[K+]. Product: [CH3:8][C:7]1[C:2](=[O:20])[NH:3][CH:4]=[C:5]([N:9]2[CH2:14][CH2:13][CH:12]([C:15]([OH:17])=[O:16])[CH2:11][CH2:10]2)[N:6]=1. The catalyst class is: 55. (5) Product: [Cl:18][C:7]1[N:8]=[C:9]([N:12]2[CH2:17][CH2:16][O:15][CH2:14][CH2:13]2)[C:10]2[S:11][C:3]([CH2:2][N:26]3[C@H:25]([CH3:30])[CH2:24][N:23]([S:20]([CH3:19])(=[O:22])=[O:21])[CH2:28][C@@H:27]3[CH3:29])=[CH:4][C:5]=2[N:6]=1. The catalyst class is: 10. Reactant: Br[CH2:2][C:3]1[S:11][C:10]2[C:9]([N:12]3[CH2:17][CH2:16][O:15][CH2:14][CH2:13]3)=[N:8][C:7]([Cl:18])=[N:6][C:5]=2[CH:4]=1.[CH3:19][S:20]([N:23]1[CH2:28][C@@H:27]([CH3:29])[NH:26][C@@H:25]([CH3:30])[CH2:24]1)(=[O:22])=[O:21].C(=O)([O-])[O-].[K+].[K+]. (6) Reactant: [ClH:1].[F:2][C:3]1[CH:4]=[C:5]([CH:17]=[C:18]([F:21])[C:19]=1[F:20])[CH2:6][C:7]1[CH:8]=[C:9]([CH:14]=[CH:15][N:16]=1)[C:10]([O:12][CH3:13])=[O:11]. Product: [ClH:1].[F:21][C:18]1[CH:17]=[C:5]([CH:4]=[C:3]([F:2])[C:19]=1[F:20])[CH2:6][CH:7]1[CH2:8][CH:9]([C:10]([O:12][CH3:13])=[O:11])[CH2:14][CH2:15][NH:16]1. The catalyst class is: 603. (7) Reactant: [CH3:1][C:2]1[CH:7]=[CH:6][N:5]=[C:4]([NH2:8])[C:3]=1[NH2:9].[C:10](O)(=O)[C:11]1[CH:16]=[CH:15][CH:14]=[CH:13][CH:12]=1. Product: [CH3:1][C:2]1[CH:7]=[CH:6][N:5]=[C:4]2[NH:8][C:10]([C:11]3[CH:16]=[CH:15][CH:14]=[CH:13][CH:12]=3)=[N:9][C:3]=12. The catalyst class is: 265. (8) Reactant: [NH2:1][C:2]1[CH:7]=[CH:6][CH:5]=[CH:4][N:3]=1.Cl[C:9]([O:11][C:12]1[CH:17]=[CH:16][C:15]([N+:18]([O-:20])=[O:19])=[CH:14][CH:13]=1)=[O:10].N1C=CC=CC=1. Product: [N:3]1[CH:4]=[CH:5][CH:6]=[CH:7][C:2]=1[NH:1][C:9](=[O:10])[O:11][C:12]1[CH:13]=[CH:14][C:15]([N+:18]([O-:20])=[O:19])=[CH:16][CH:17]=1. The catalyst class is: 2. (9) Reactant: Cl[C:2]1[CH:3]=[C:4]([C:14]([NH:16][CH2:17][C:18]2[C:19](=[O:26])[NH:20][C:21]([CH3:25])=[CH:22][C:23]=2[CH3:24])=[O:15])[C:5]2[CH:10]=[N:9][N:8]([CH:11]([CH3:13])[CH3:12])[C:6]=2[N:7]=1.[CH3:27][N:28]([CH3:38])[C:29]1[N:34]=[CH:33][C:32](B(O)O)=[CH:31][CH:30]=1.C(=O)(O)[O-].[Na+].O. Product: [CH3:27][N:28]([CH3:38])[C:29]1[N:34]=[CH:33][C:32]([C:2]2[CH:3]=[C:4]([C:14]([NH:16][CH2:17][C:18]3[C:19](=[O:26])[NH:20][C:21]([CH3:25])=[CH:22][C:23]=3[CH3:24])=[O:15])[C:5]3[CH:10]=[N:9][N:8]([CH:11]([CH3:13])[CH3:12])[C:6]=3[N:7]=2)=[CH:31][CH:30]=1. The catalyst class is: 149. (10) Reactant: CC1(C)OO1.[I:6]([C:9]1[CH:14]=[CH:13][CH:12]=[CH:11][CH:10]=1)(=[O:8])=[O:7].IC1C=CC([C:22]2[S:23][C:24]3[CH:30]=[C:29]([O:31][CH3:32])[CH:28]=[CH:27][C:25]=3[N:26]=2)=CC=1. Product: [I:6]([C:9]1[CH:14]=[CH:13][C:12]([C:22]2[S:23][C:24]3[CH:30]=[C:29]([O:31][CH3:32])[CH:28]=[CH:27][C:25]=3[N:26]=2)=[CH:11][CH:10]=1)(=[O:8])=[O:7]. The catalyst class is: 4.